This data is from Catalyst prediction with 721,799 reactions and 888 catalyst types from USPTO. The task is: Predict which catalyst facilitates the given reaction. (1) Reactant: [CH3:1][O:2][C:3]1[CH:4]=[C:5]2[C:10](=[CH:11][C:12]=1[O:13][CH3:14])[N:9]=[CH:8][CH:7]=[C:6]2[O:15][C:16]1[CH:17]=[C:18]2[C:22](=[CH:23][CH:24]=1)[NH:21][CH:20]=[CH:19]2.[H-].[Na+].[CH3:27]I.O. Product: [CH3:1][O:2][C:3]1[CH:4]=[C:5]2[C:10](=[CH:11][C:12]=1[O:13][CH3:14])[N:9]=[CH:8][CH:7]=[C:6]2[O:15][C:16]1[CH:17]=[C:18]2[C:22](=[CH:23][CH:24]=1)[N:21]([CH3:27])[CH:20]=[CH:19]2. The catalyst class is: 9. (2) Reactant: [CH3:1][O:2][C:3]1[CH:4]=[C:5]([CH:8]=[C:9]([CH2:13][CH2:14][CH3:15])[C:10]=1[O:11][CH3:12])[CH2:6][OH:7].C(N(CC)CC)C.[CH3:23][S:24](Cl)(=[O:26])=[O:25]. Product: [CH3:1][O:2][C:3]1[CH:4]=[C:5]([CH:8]=[C:9]([CH2:13][CH2:14][CH3:15])[C:10]=1[O:11][CH3:12])[CH2:6][O:7][S:24]([CH3:23])(=[O:26])=[O:25]. The catalyst class is: 2. (3) Reactant: [CH3:1][O:2][C:3]1[N:8]=[C:7](/[CH:9]=[C:10](\[CH3:18])/[C:11]([O:13]C(C)(C)C)=[O:12])[CH:6]=[CH:5][C:4]=1[N:19]1[CH:23]=[C:22]([CH3:24])[N:21]=[CH:20]1. Product: [CH3:1][O:2][C:3]1[N:8]=[C:7](/[CH:9]=[C:10](\[CH3:18])/[C:11]([OH:13])=[O:12])[CH:6]=[CH:5][C:4]=1[N:19]1[CH:23]=[C:22]([CH3:24])[N:21]=[CH:20]1. The catalyst class is: 617. (4) Reactant: [C:1]([N:8]1[CH2:16][CH2:15][CH:11]([C:12]([OH:14])=O)[CH2:10][CH2:9]1)([O:3][C:4]([CH3:7])([CH3:6])[CH3:5])=[O:2].[CH3:17][C:18]1([CH3:26])[O:25][C:23](=[O:24])[CH2:22][C:20](=[O:21])[O:19]1.C(P(=O)(OCC)OCC)#N.C(N(CC)CC)C. Product: [CH3:17][C:18]1([CH3:26])[O:25][C:23](=[O:24])[C:22](=[C:12]([OH:14])[CH:11]2[CH2:10][CH2:9][N:8]([C:1]([O:3][C:4]([CH3:5])([CH3:6])[CH3:7])=[O:2])[CH2:16][CH2:15]2)[C:20](=[O:21])[O:19]1. The catalyst class is: 3. (5) Reactant: [C:1]([O:5][C:6](=[O:29])[NH:7][C:8]1[CH:13]=[CH:12][CH:11]=[CH:10][C:9]=1[NH:14][C:15](=[O:28])[C:16]1[CH:21]=[CH:20][C:19]([CH:22]([N:25]=[N+]=[N-])[CH2:23][OH:24])=[CH:18][CH:17]=1)([CH3:4])([CH3:3])[CH3:2]. Product: [C:1]([O:5][C:6](=[O:29])[NH:7][C:8]1[CH:13]=[CH:12][CH:11]=[CH:10][C:9]=1[NH:14][C:15](=[O:28])[C:16]1[CH:17]=[CH:18][C:19]([CH:22]([NH2:25])[CH2:23][OH:24])=[CH:20][CH:21]=1)([CH3:4])([CH3:2])[CH3:3]. The catalyst class is: 19. (6) Reactant: [F:1][C:2]([F:32])([F:31])[C:3]1[CH:8]=[CH:7][C:6]([C:9]2[O:13][N:12]=[C:11]([CH:14]3[CH2:18][C:17]4([CH2:23][CH2:22][N:21]([C:24]([O:26]C(C)(C)C)=O)[CH2:20][CH2:19]4)[O:16][CH2:15]3)[N:10]=2)=[CH:5][CH:4]=1.Cl.O1CCOCC1.[CH3:40][C:41]1[C:45]([CH3:46])=[C:44]([NH:47]C(=O)OC2C=CC=CC=2)[O:43][N:42]=1.CCN(C(C)C)C(C)C. Product: [CH3:40][C:41]1[C:45]([CH3:46])=[C:44]([NH:47][C:24]([N:21]2[CH2:20][CH2:19][C:17]3([O:16][CH2:15][CH:14]([C:11]4[N:10]=[C:9]([C:6]5[CH:5]=[CH:4][C:3]([C:2]([F:31])([F:32])[F:1])=[CH:8][CH:7]=5)[O:13][N:12]=4)[CH2:18]3)[CH2:23][CH2:22]2)=[O:26])[O:43][N:42]=1. The catalyst class is: 643. (7) Reactant: [Cl:1][C:2]1[CH:3]=[C:4]2[C:8](=[CH:9][CH:10]=1)[NH:7][CH:6]=[C:5]2[CH2:11][N:12]1[C:20]([C:21]2[N:22]([CH3:26])[CH:23]=[CH:24][N:25]=2)=[C:19]2[C:14]([NH:15][C:16](=[O:29])[N:17]([CH3:28])[C:18]2=[O:27])=[N:13]1.Br[CH2:31][CH2:32][CH:33]([CH3:35])[CH3:34].C(=O)([O-])[O-].[K+].[K+]. Product: [Cl:1][C:2]1[CH:3]=[C:4]2[C:8](=[CH:9][CH:10]=1)[NH:7][CH:6]=[C:5]2[CH2:11][N:12]1[C:20]([C:21]2[N:22]([CH3:26])[CH:23]=[CH:24][N:25]=2)=[C:19]2[C:14]([N:15]([CH2:31][CH2:32][CH:33]([CH3:35])[CH3:34])[C:16](=[O:29])[N:17]([CH3:28])[C:18]2=[O:27])=[N:13]1. The catalyst class is: 3.